From a dataset of Full USPTO retrosynthesis dataset with 1.9M reactions from patents (1976-2016). Predict the reactants needed to synthesize the given product. (1) Given the product [O:45]1[CH2:50][CH2:49][O:48][CH2:47][CH:46]1[C:51]1[C:59]2[S:58][C:57]([NH:60][C:6](=[O:8])[C:5]3[CH:9]=[CH:10][N:11]=[C:3]([CH3:2])[CH:4]=3)=[N:56][C:55]=2[C:54]([O:61][CH3:62])=[CH:53][CH:52]=1, predict the reactants needed to synthesize it. The reactants are: Cl.[CH3:2][C:3]1[CH:4]=[C:5]([CH:9]=[CH:10][N:11]=1)[C:6]([OH:8])=O.CN(C(ON1N=NC2C=CC=NC1=2)=[N+](C)C)C.F[P-](F)(F)(F)(F)F.C(N(C(C)C)C(C)C)C.[O:45]1[CH2:50][CH2:49][O:48][CH2:47][CH:46]1[C:51]1[C:59]2[S:58][C:57]([NH2:60])=[N:56][C:55]=2[C:54]([O:61][CH3:62])=[CH:53][CH:52]=1.C(=O)(O)[O-].[Na+]. (2) The reactants are: O=P12OP3(OP(OP(O3)(O1)=O)(=O)O2)=O.Cl.C(N(CC)CC)C.[NH2:23][C:24]1[CH:29]=[CH:28][CH:27]=[C:26]([CH3:30])[CH:25]=1.[N:31]1[CH:36]=[CH:35][C:34]([CH2:37][C:38]2[C:47]3[C:42](=[CH:43][CH:44]=[CH:45][CH:46]=3)[C:41](=O)[NH:40][N:39]=2)=[CH:33][CH:32]=1.CN(C)C(=O)N(C)C.N. Given the product [CH3:30][C:26]1[CH:25]=[C:24]([CH:29]=[CH:28][CH:27]=1)[NH:23][C:41]1[C:42]2[C:47](=[CH:46][CH:45]=[CH:44][CH:43]=2)[C:38]([CH2:37][C:34]2[CH:35]=[CH:36][N:31]=[CH:32][CH:33]=2)=[N:39][N:40]=1, predict the reactants needed to synthesize it.